Dataset: Forward reaction prediction with 1.9M reactions from USPTO patents (1976-2016). Task: Predict the product of the given reaction. (1) Given the reactants C(O[C:5](=[O:7])[CH3:6])(=O)C.[I:8][C:9]1[C:17]2[C:12](=[N:13][CH:14]=[C:15]([NH2:18])[CH:16]=2)[N:11]([CH3:19])[N:10]=1.N1C=CC=CC=1, predict the reaction product. The product is: [I:8][C:9]1[C:17]2[C:12](=[N:13][CH:14]=[C:15]([NH:18][C:5](=[O:7])[CH3:6])[CH:16]=2)[N:11]([CH3:19])[N:10]=1. (2) Given the reactants [CH2:1]([C:8]1[C:13](=[O:14])[N:12]2[CH2:15][CH2:16][CH2:17][CH2:18][C:11]2=[N:10][C:9]=1[CH:19]([OH:22])[CH:20]=[CH2:21])[C:2]1[CH:7]=[CH:6][CH:5]=[CH:4][CH:3]=1.[H][H], predict the reaction product. The product is: [CH2:1]([C:8]1[C:13](=[O:14])[N:12]2[CH2:15][CH2:16][CH2:17][CH2:18][C:11]2=[N:10][C:9]=1[CH:19]([OH:22])[CH2:20][CH3:21])[C:2]1[CH:7]=[CH:6][CH:5]=[CH:4][CH:3]=1. (3) Given the reactants Cl[C:2]1[N:7]=[N:6][C:5]([C:8]([NH2:10])=[O:9])=[C:4]([NH:11][C:12]2[N:17]=[C:16]3[CH2:18][CH2:19][CH2:20][C:15]3=[CH:14][CH:13]=2)[CH:3]=1.[NH2:21][C@@H:22]1[CH2:27][CH2:26][CH2:25][CH2:24][C@@H:23]1[NH:28][C:29](=[O:35])[O:30][C:31]([CH3:34])([CH3:33])[CH3:32], predict the reaction product. The product is: [C:8]([C:5]1[N:6]=[N:7][C:2]([NH:21][C@@H:22]2[CH2:27][CH2:26][CH2:25][CH2:24][C@@H:23]2[NH:28][C:29](=[O:35])[O:30][C:31]([CH3:33])([CH3:32])[CH3:34])=[CH:3][C:4]=1[NH:11][C:12]1[N:17]=[C:16]2[CH2:18][CH2:19][CH2:20][C:15]2=[CH:14][CH:13]=1)(=[O:9])[NH2:10]. (4) Given the reactants [F:1][C:2]([F:29])([F:28])[C:3]1[CH:27]=[CH:26][C:6]([CH2:7][O:8][N:9]=[C:10]([C:13]2[CH:25]=[CH:24][C:16]([O:17][CH2:18][C:19]([O:21]CC)=[O:20])=[CH:15][CH:14]=2)[CH2:11][CH3:12])=[CH:5][CH:4]=1.[OH-].[Li+], predict the reaction product. The product is: [F:1][C:2]([F:28])([F:29])[C:3]1[CH:27]=[CH:26][C:6]([CH2:7][O:8][N:9]=[C:10]([C:13]2[CH:14]=[CH:15][C:16]([O:17][CH2:18][C:19]([OH:21])=[O:20])=[CH:24][CH:25]=2)[CH2:11][CH3:12])=[CH:5][CH:4]=1.